Dataset: Reaction yield outcomes from USPTO patents with 853,638 reactions. Task: Predict the reaction yield, written as a fraction of the theoretical maximum amount of product (1.0 means a 100% yield; for example, 0.34 means a 34% yield). The reactants are [N:1]1([C:7]2[C:8]3[CH:31]=[CH:30][N:29]([CH2:32][CH:33]=O)[C:9]=3[N:10]=[C:11]([C:13]3[CH:18]=[CH:17][C:16]([NH:19][C:20]([NH:22][C:23]4[CH:28]=[CH:27][N:26]=[CH:25][CH:24]=4)=[O:21])=[CH:15][CH:14]=3)[N:12]=2)[CH2:6][CH2:5][O:4][CH2:3][CH2:2]1.[CH3:35][N:36]([CH3:40])[CH2:37][CH2:38][NH2:39]. No catalyst specified. The product is [CH3:35][N:36]([CH3:40])[CH2:37][CH2:38][NH:39][CH2:33][CH2:32][N:29]1[C:9]2[N:10]=[C:11]([C:13]3[CH:18]=[CH:17][C:16]([NH:19][C:20]([NH:22][C:23]4[CH:28]=[CH:27][N:26]=[CH:25][CH:24]=4)=[O:21])=[CH:15][CH:14]=3)[N:12]=[C:7]([N:1]3[CH2:2][CH2:3][O:4][CH2:5][CH2:6]3)[C:8]=2[CH:31]=[CH:30]1. The yield is 0.370.